From a dataset of Forward reaction prediction with 1.9M reactions from USPTO patents (1976-2016). Predict the product of the given reaction. (1) The product is: [CH2:1]([O:5][C:6]1[CH:29]=[C:28]([O:30][CH2:31][CH:32]([CH3:34])[CH3:33])[CH:27]=[CH:26][C:7]=1[C:8]([C:10]1[CH:11]=[CH:12][C:13]([O:21][CH2:22][CH:23]([CH3:25])[CH3:24])=[C:14]([CH2:16][CH2:17][C:18]([O-:20])=[O:19])[CH:15]=1)=[O:9])[CH:2]([CH3:4])[CH3:3].[Na+:36]. Given the reactants [CH2:1]([O:5][C:6]1[CH:29]=[C:28]([O:30][CH2:31][CH:32]([CH3:34])[CH3:33])[CH:27]=[CH:26][C:7]=1[C:8]([C:10]1[CH:11]=[CH:12][C:13]([O:21][CH2:22][CH:23]([CH3:25])[CH3:24])=[C:14]([CH2:16][CH2:17][C:18]([OH:20])=[O:19])[CH:15]=1)=[O:9])[CH:2]([CH3:4])[CH3:3].[OH-].[Na+:36], predict the reaction product. (2) Given the reactants Br[C:2]1[CH:10]=[C:9]([O:11][CH3:12])[CH:8]=[C:7]2[C:3]=1[CH:4]=[CH:5][NH:6]2.C([O-])(=O)C.[K+].B1(B2OC(C)(C)C(C)(C)O2)OC(C)(C)C(C)(C)O1.Cl[C:37]1[N:42]=[C:41]([N:43]2[CH2:48][CH2:47][O:46][CH2:45][C@H:44]2[CH3:49])[CH:40]=[C:39]([C:50]2([S:56]([CH3:59])(=[O:58])=[O:57])[CH2:55][CH2:54][O:53][CH2:52][CH2:51]2)[N:38]=1.C(=O)([O-])[O-].[Na+].[Na+], predict the reaction product. The product is: [CH3:12][O:11][C:9]1[CH:8]=[C:7]2[C:3]([CH:4]=[CH:5][NH:6]2)=[C:2]([C:37]2[N:42]=[C:41]([N:43]3[CH2:48][CH2:47][O:46][CH2:45][C@H:44]3[CH3:49])[CH:40]=[C:39]([C:50]3([S:56]([CH3:59])(=[O:57])=[O:58])[CH2:51][CH2:52][O:53][CH2:54][CH2:55]3)[N:38]=2)[CH:10]=1. (3) Given the reactants [F:1][C:2]([F:33])([F:32])[C:3]1[CH:4]=[C:5]([CH:29]=[CH:30][CH:31]=1)[CH2:6][NH:7][C:8](=[O:28])[C:9]1[CH:14]=[CH:13][N:12]=[C:11]([C:15]2[CH:20]=[C:19]([O:21][CH:22]([CH3:24])[CH3:23])[CH:18]=[CH:17][C:16]=2[N+:25]([O-])=O)[CH:10]=1, predict the reaction product. The product is: [F:32][C:2]([F:1])([F:33])[C:3]1[CH:4]=[C:5]([CH:29]=[CH:30][CH:31]=1)[CH2:6][NH:7][C:8](=[O:28])[C:9]1[CH:14]=[CH:13][N:12]=[C:11]([C:15]2[CH:20]=[C:19]([O:21][CH:22]([CH3:24])[CH3:23])[CH:18]=[CH:17][C:16]=2[NH2:25])[CH:10]=1. (4) Given the reactants [CH2:1]([O:3][C:4]([O:6][C:7]1[CH:8]=[C:9]([CH2:19][C@H:20]([NH:36]C(OC(C)(C)C)=O)[C:21]([O:23][C@H:24]([CH3:35])[CH2:25][O:26][C:27]([C:29]2[CH:34]=[CH:33][CH:32]=[CH:31][CH:30]=2)=[O:28])=[O:22])[CH:10]=[CH:11][C:12]=1[O:13][C:14]([O:16][CH2:17][CH3:18])=[O:15])=[O:5])[CH3:2].[ClH:44], predict the reaction product. The product is: [ClH:44].[NH2:36][C@@H:20]([CH2:19][C:9]1[CH:10]=[CH:11][C:12]([O:13][C:14]([O:16][CH2:17][CH3:18])=[O:15])=[C:7]([O:6][C:4]([O:3][CH2:1][CH3:2])=[O:5])[CH:8]=1)[C:21]([O:23][C@H:24]([CH3:35])[CH2:25][O:26][C:27]([C:29]1[CH:34]=[CH:33][CH:32]=[CH:31][CH:30]=1)=[O:28])=[O:22].